Dataset: Aqueous solubility values for 9,982 compounds from the AqSolDB database. Task: Regression/Classification. Given a drug SMILES string, predict its absorption, distribution, metabolism, or excretion properties. Task type varies by dataset: regression for continuous measurements (e.g., permeability, clearance, half-life) or binary classification for categorical outcomes (e.g., BBB penetration, CYP inhibition). For this dataset (solubility_aqsoldb), we predict Y. The drug is CC(C)(C)C(=O)OCC1OC(n2cc(I)c(=O)[nH]c2=O)CC1O. The Y is -3.36 log mol/L.